Dataset: Peptide-MHC class II binding affinity with 134,281 pairs from IEDB. Task: Regression. Given a peptide amino acid sequence and an MHC pseudo amino acid sequence, predict their binding affinity value. This is MHC class II binding data. (1) The peptide sequence is VKLVDANGKLHDKKS. The MHC is DRB1_0901 with pseudo-sequence DRB1_0901. The binding affinity (normalized) is 0.0132. (2) The peptide sequence is KGLPIRYQTTATKSE. The MHC is DRB1_0802 with pseudo-sequence DRB1_0802. The binding affinity (normalized) is 0.669. (3) The peptide sequence is IDQVTIAGAKLRSLN. The MHC is DRB1_0301 with pseudo-sequence DRB1_0301. The binding affinity (normalized) is 0.842.